From a dataset of Full USPTO retrosynthesis dataset with 1.9M reactions from patents (1976-2016). Predict the reactants needed to synthesize the given product. (1) Given the product [CH2:1]([O:3][C:4](=[O:13])[CH2:5][C:6]1[CH:7]=[CH:8][C:9]([NH:12][C:35]([C:30]2[C:29]([C:26]3[CH:27]=[CH:28][C:23]([C:22]([F:21])([F:38])[F:39])=[CH:24][CH:25]=3)=[CH:34][CH:33]=[CH:32][CH:31]=2)=[O:36])=[CH:10][CH:11]=1)[CH3:2], predict the reactants needed to synthesize it. The reactants are: [CH2:1]([O:3][C:4](=[O:13])[CH2:5][C:6]1[CH:11]=[CH:10][C:9]([NH2:12])=[CH:8][CH:7]=1)[CH3:2].C(N(CC)CC)C.[F:21][C:22]([F:39])([F:38])[C:23]1[CH:28]=[CH:27][C:26]([C:29]2[C:30]([C:35](Cl)=[O:36])=[CH:31][CH:32]=[CH:33][CH:34]=2)=[CH:25][CH:24]=1.Cl. (2) Given the product [F:1][C:2]1[CH:3]=[CH:4][C:5]([CH3:12])=[C:6]([S:8]([NH:14][CH3:13])(=[O:10])=[O:9])[CH:7]=1, predict the reactants needed to synthesize it. The reactants are: [F:1][C:2]1[CH:3]=[CH:4][C:5]([CH3:12])=[C:6]([S:8](Cl)(=[O:10])=[O:9])[CH:7]=1.[CH3:13][NH2:14]. (3) Given the product [Cl:19][C:8]1[C:9]([C:10]2[C:15]([F:16])=[CH:14][C:13]([F:17])=[CH:12][C:11]=2[F:18])=[C:4]([O:25][CH:22]([CH3:24])[CH3:23])[N:5]=[C:6]([S:20][CH3:21])[N:7]=1, predict the reactants needed to synthesize it. The reactants are: [H-].[Na+].Cl[C:4]1[C:9]([C:10]2[C:15]([F:16])=[CH:14][C:13]([F:17])=[CH:12][C:11]=2[F:18])=[C:8]([Cl:19])[N:7]=[C:6]([S:20][CH3:21])[N:5]=1.[CH:22]([OH:25])([CH3:24])[CH3:23]. (4) Given the product [CH3:12][C:5]1[C:6]2[C:11](=[CH:10][CH:9]=[CH:8][CH:7]=2)[C:2](/[CH:40]=[CH:41]/[CH3:42])=[N:3][C:4]=1[N:13]([CH2:28][C:29]1[CH:30]=[CH:31][C:32]([O:35][C:36]([F:38])([F:37])[F:39])=[CH:33][CH:34]=1)[S:14]([C:17]1[CH:27]=[CH:26][C:20]([C:21]([O:23][CH2:24][CH3:25])=[O:22])=[CH:19][CH:18]=1)(=[O:15])=[O:16], predict the reactants needed to synthesize it. The reactants are: Br[C:2]1[C:11]2[C:6](=[CH:7][CH:8]=[CH:9][CH:10]=2)[C:5]([CH3:12])=[C:4]([N:13]([CH2:28][C:29]2[CH:34]=[CH:33][C:32]([O:35][C:36]([F:39])([F:38])[F:37])=[CH:31][CH:30]=2)[S:14]([C:17]2[CH:27]=[CH:26][C:20]([C:21]([O:23][CH2:24][CH3:25])=[O:22])=[CH:19][CH:18]=2)(=[O:16])=[O:15])[N:3]=1.[CH:40](OB(O)O)=[CH:41][CH3:42]. (5) Given the product [NH2:18][C@@H:15]([C:11]1[CH:10]=[C:9]([NH:8][C:6](=[O:7])[O:5][C:1]([CH3:3])([CH3:2])[CH3:4])[CH:14]=[CH:13][CH:12]=1)[CH2:16][OH:17], predict the reactants needed to synthesize it. The reactants are: [C:1]([O:5][C:6]([NH:8][C:9]1[CH:10]=[C:11]([C@H:15]([NH:18]C(=O)OCC2C=CC=CC=2)[CH2:16][OH:17])[CH:12]=[CH:13][CH:14]=1)=[O:7])([CH3:4])([CH3:3])[CH3:2].[H][H]. (6) Given the product [S:58]([OH:61])(=[O:60])(=[O:59])[CH3:57].[O:25]1[CH2:26][CH2:27][N:28]([CH2:31][CH2:32][O:33][C:34]2[CH:35]=[CH:36][C:37]([C:40]3[CH:41]=[CH:42][C:43]([CH2:46][C:47]([NH:49][CH2:50][C:51]4[CH:56]=[CH:55][CH:54]=[CH:53][CH:52]=4)=[O:48])=[N:44][CH:45]=3)=[CH:38][CH:39]=2)[CH2:29][CH2:30]1, predict the reactants needed to synthesize it. The reactants are: O1CCN(CCOC2C=CC(C3C=CC(CC#N)=NC=3)=CC=2)CC1.[O:25]1[CH2:30][CH2:29][N:28]([CH2:31][CH2:32][O:33][C:34]2[CH:39]=[CH:38][C:37]([C:40]3[CH:41]=[CH:42][C:43]([CH2:46][C:47]([NH:49][CH2:50][C:51]4[CH:56]=[CH:55][CH:54]=[CH:53][CH:52]=4)=[O:48])=[N:44][CH:45]=3)=[CH:36][CH:35]=2)[CH2:27][CH2:26]1.[CH3:57][S:58]([OH:61])(=[O:60])=[O:59].